This data is from NCI-60 drug combinations with 297,098 pairs across 59 cell lines. The task is: Regression. Given two drug SMILES strings and cell line genomic features, predict the synergy score measuring deviation from expected non-interaction effect. (1) Drug 1: COC1=CC(=CC(=C1O)OC)C2C3C(COC3=O)C(C4=CC5=C(C=C24)OCO5)OC6C(C(C7C(O6)COC(O7)C8=CC=CS8)O)O. Drug 2: CC1=C(N=C(N=C1N)C(CC(=O)N)NCC(C(=O)N)N)C(=O)NC(C(C2=CN=CN2)OC3C(C(C(C(O3)CO)O)O)OC4C(C(C(C(O4)CO)O)OC(=O)N)O)C(=O)NC(C)C(C(C)C(=O)NC(C(C)O)C(=O)NCCC5=NC(=CS5)C6=NC(=CS6)C(=O)NCCC[S+](C)C)O. Cell line: OVCAR-8. Synergy scores: CSS=41.9, Synergy_ZIP=2.63, Synergy_Bliss=4.89, Synergy_Loewe=2.52, Synergy_HSA=5.62. (2) Drug 1: C1=CC(=CC=C1CCC2=CNC3=C2C(=O)NC(=N3)N)C(=O)NC(CCC(=O)O)C(=O)O. Drug 2: CCC1(C2=C(COC1=O)C(=O)N3CC4=CC5=C(C=CC(=C5CN(C)C)O)N=C4C3=C2)O.Cl. Cell line: CCRF-CEM. Synergy scores: CSS=71.7, Synergy_ZIP=0.879, Synergy_Bliss=0.334, Synergy_Loewe=-0.540, Synergy_HSA=2.28. (3) Drug 1: C1=NC2=C(N=C(N=C2N1C3C(C(C(O3)CO)O)F)Cl)N. Drug 2: CC1C(C(CC(O1)OC2CC(CC3=C2C(=C4C(=C3O)C(=O)C5=C(C4=O)C(=CC=C5)OC)O)(C(=O)CO)O)N)O.Cl. Cell line: HCT116. Synergy scores: CSS=43.0, Synergy_ZIP=-6.52, Synergy_Bliss=-5.88, Synergy_Loewe=-5.68, Synergy_HSA=-3.77.